Dataset: Forward reaction prediction with 1.9M reactions from USPTO patents (1976-2016). Task: Predict the product of the given reaction. (1) Given the reactants Cl[C:2]1[CH:3]=[C:4]([CH2:19][N:20]2[C:24]([CH3:25])=[CH:23][C:22]([NH:26][C:27]([CH:29]3[CH2:34][CH2:33][O:32][CH2:31][CH2:30]3)=[O:28])=[N:21]2)[C:5]2[O:9][C:8]([C:10]3[CH:15]=[CH:14][C:13](C#N)=[CH:12][CH:11]=3)=[CH:7][C:6]=2[CH:18]=1.[NH2:35][C:36]1C=C(C)N(CC2C3OC(C4C=CC=CC=4)=CC=3C=C(C#N)C=2)N=1, predict the reaction product. The product is: [C:36]([C:2]1[CH:3]=[C:4]([CH2:19][N:20]2[C:24]([CH3:25])=[CH:23][C:22]([NH:26][C:27]([CH:29]3[CH2:34][CH2:33][O:32][CH2:31][CH2:30]3)=[O:28])=[N:21]2)[C:5]2[O:9][C:8]([C:10]3[CH:15]=[CH:14][CH:13]=[CH:12][CH:11]=3)=[CH:7][C:6]=2[CH:18]=1)#[N:35]. (2) Given the reactants [CH3:1][O:2][C:3]([C@@H:5]1[CH2:9][C@@H:8]([OH:10])[CH2:7][NH:6]1)=[O:4].[CH3:11][O:12][C:13]([NH:15][C@@H:16]([CH:20]([CH3:22])[CH3:21])[C:17](O)=[O:18])=[O:14].CN(C(ON1N=NC2C=CC=NC1=2)=[N+](C)C)C.F[P-](F)(F)(F)(F)F.C(N(CC)CC)C, predict the reaction product. The product is: [CH3:1][O:2][C:3]([C@@H:5]1[CH2:9][C@@H:8]([OH:10])[CH2:7][N:6]1[C:17](=[O:18])[C@@H:16]([NH:15][C:13]([O:12][CH3:11])=[O:14])[CH:20]([CH3:22])[CH3:21])=[O:4]. (3) Given the reactants Cl[CH2:2][C:3]1[CH:8]=[CH:7][C:6]([C:9]([C:14]2[CH:26]=[CH:25][C:17]([O:18][CH:19]3[CH2:24][CH2:23][CH2:22][CH2:21][O:20]3)=[C:16]([CH3:27])[CH:15]=2)([CH2:12][CH3:13])[CH2:10][CH3:11])=[CH:5][C:4]=1[CH3:28].[C:29]([SH:33])([CH3:32])([CH3:31])[CH3:30].[OH-].[K+].C(OCC)(=O)C, predict the reaction product. The product is: [C:29]([S:33][CH2:2][C:3]1[CH:8]=[CH:7][C:6]([C:9]([C:14]2[CH:26]=[CH:25][C:17]([O:18][CH:19]3[CH2:24][CH2:23][CH2:22][CH2:21][O:20]3)=[C:16]([CH3:27])[CH:15]=2)([CH2:12][CH3:13])[CH2:10][CH3:11])=[CH:5][C:4]=1[CH3:28])([CH3:32])([CH3:31])[CH3:30].